From a dataset of Peptide-MHC class I binding affinity with 185,985 pairs from IEDB/IMGT. Regression. Given a peptide amino acid sequence and an MHC pseudo amino acid sequence, predict their binding affinity value. This is MHC class I binding data. (1) The peptide sequence is ESDGKPQKA. The MHC is HLA-A24:02 with pseudo-sequence HLA-A24:02. The binding affinity (normalized) is 0.238. (2) The peptide sequence is AYISSEATTPV. The MHC is HLA-B40:01 with pseudo-sequence HLA-B40:01. The binding affinity (normalized) is 0. (3) The peptide sequence is HEVHAVWPG. The MHC is HLA-B08:02 with pseudo-sequence HLA-B08:02. The binding affinity (normalized) is 0.0847. (4) The MHC is HLA-A11:01 with pseudo-sequence HLA-A11:01. The peptide sequence is TQIQTRRSF. The binding affinity (normalized) is 0.0847. (5) The peptide sequence is TYSAGIVQI. The MHC is HLA-A26:01 with pseudo-sequence HLA-A26:01. The binding affinity (normalized) is 0. (6) The peptide sequence is LVNLLPAIL. The MHC is Patr-B0101 with pseudo-sequence Patr-B0101. The binding affinity (normalized) is 0.0394.